From a dataset of Catalyst prediction with 721,799 reactions and 888 catalyst types from USPTO. Predict which catalyst facilitates the given reaction. (1) Reactant: Cl.[NH:2]1[CH:6]=[C:5]([CH2:7][C:8]([OH:10])=[O:9])[N:4]=[CH:3]1.[C:11]1([CH3:21])[CH:16]=[CH:15][C:14]([S:17](Cl)(=[O:19])=[O:18])=[CH:13][CH:12]=1. Product: [C:11]1([CH3:21])[CH:16]=[CH:15][C:14]([S:17]([N:2]2[CH:6]=[C:5]([CH2:7][C:8]([OH:10])=[O:9])[N:4]=[CH:3]2)(=[O:19])=[O:18])=[CH:13][CH:12]=1. The catalyst class is: 611. (2) Reactant: [O:1]1[C:5]2[CH:6]=[CH:7][C:8]([C:10]3([C:13]([NH:15][C:16]4[N:21]=[C:20]([C:22]5[C:23]([O:29]C)=[N:24][CH:25]=[C:26]([CH3:28])[CH:27]=5)[C:19]([CH3:31])=[CH:18][CH:17]=4)=[O:14])[CH2:12][CH2:11]3)=[CH:9][C:4]=2[CH2:3][CH2:2]1.I[Si](C)(C)C. Product: [O:1]1[C:5]2[CH:6]=[CH:7][C:8]([C:10]3([C:13]([NH:15][C:16]4[CH:17]=[CH:18][C:19]([CH3:31])=[C:20]([C:22]5[C:23](=[O:29])[NH:24][CH:25]=[C:26]([CH3:28])[CH:27]=5)[N:21]=4)=[O:14])[CH2:12][CH2:11]3)=[CH:9][C:4]=2[CH2:3][CH2:2]1. The catalyst class is: 10. (3) Reactant: [O:1]([CH2:8][C:9]1[CH:18]=[CH:17][C:12]([C:13]([O:15]C)=[O:14])=[CH:11][CH:10]=1)[C:2]1[CH:7]=[CH:6][CH:5]=[CH:4][CH:3]=1.O.[OH-].[Li+].O1CCC[CH2:23]1.Cl. Product: [CH3:23][C:17]1[CH:18]=[C:9]([CH2:8][O:1][C:2]2[CH:7]=[CH:6][CH:5]=[CH:4][CH:3]=2)[CH:10]=[CH:11][C:12]=1[C:13]([OH:15])=[O:14]. The catalyst class is: 72. (4) Reactant: [Br:1][C:2]1[CH:3]=[C:4]([N:12]2[CH2:17][CH2:16][CH2:15][CH2:14][CH:13]2[CH3:18])[C:5]([CH3:11])=[C:6]([CH:10]=1)[C:7]([OH:9])=O.Cl.[NH2:20][CH2:21][C:22]1[C:23](=[O:30])[NH:24][C:25]([CH3:29])=[CH:26][C:27]=1[CH3:28].C1C=NC2N(O)N=NC=2C=1.CN1CCOCC1.C(Cl)CCl. Product: [Br:1][C:2]1[CH:3]=[C:4]([N:12]2[CH2:17][CH2:16][CH2:15][CH2:14][CH:13]2[CH3:18])[C:5]([CH3:11])=[C:6]([CH:10]=1)[C:7]([NH:20][CH2:21][C:22]1[C:23](=[O:30])[NH:24][C:25]([CH3:29])=[CH:26][C:27]=1[CH3:28])=[O:9]. The catalyst class is: 98. (5) Reactant: [I:1][C:2]1[CH:7]=[CH:6][C:5]([NH:8][C:9](=[O:14])[C:10]([CH3:13])([CH3:12])[CH3:11])=[CH:4][CH:3]=1.[H-].[Na+].[CH3:17]I.O. Product: [I:1][C:2]1[CH:3]=[CH:4][C:5]([N:8]([CH3:17])[C:9](=[O:14])[C:10]([CH3:11])([CH3:13])[CH3:12])=[CH:6][CH:7]=1. The catalyst class is: 1. (6) Reactant: [NH2:1][C:2]1[CH:7]=[C:6]([Br:8])[CH:5]=[CH:4][N:3]=1.COC(OC)[N:12]([CH3:14])C.[ClH:17].N[OH:19]. Product: [ClH:17].[Br:8][C:6]1[CH:5]=[CH:4][N:3]=[C:2]([NH:1][CH:14]=[N:12][OH:19])[CH:7]=1. The catalyst class is: 32. (7) Reactant: C(OC([N:8]1[CH2:13][CH2:12][CH:11]([CH2:14][CH2:15][CH2:16][C:17]2[CH:22]=[CH:21][C:20]([C:23]([F:26])([F:25])[F:24])=[CH:19][CH:18]=2)[CH2:10][CH2:9]1)=O)(C)(C)C.FC(F)(F)C(O)=O. Product: [F:25][C:23]([F:24])([F:26])[C:20]1[CH:19]=[CH:18][C:17]([CH2:16][CH2:15][CH2:14][CH:11]2[CH2:10][CH2:9][NH:8][CH2:13][CH2:12]2)=[CH:22][CH:21]=1. The catalyst class is: 4.